From a dataset of Full USPTO retrosynthesis dataset with 1.9M reactions from patents (1976-2016). Predict the reactants needed to synthesize the given product. (1) Given the product [C:1]([O:5][C:6]([N:8]1[CH2:12][CH2:11][C@H:10]([CH:13]([OH:17])[CH2:14][CH:15]2[CH2:20][CH2:16]2)[CH2:9]1)=[O:7])([CH3:4])([CH3:3])[CH3:2], predict the reactants needed to synthesize it. The reactants are: [C:1]([O:5][C:6]([N:8]1[CH2:12][CH2:11][C@H:10]([CH:13]([OH:17])[CH2:14][CH:15]=[CH2:16])[CH2:9]1)=[O:7])([CH3:4])([CH3:3])[CH3:2].[N+](=[CH2:20])=[N-].N#N. (2) Given the product [OH:1][CH:2]([CH2:6][O:7][S:31]([C:28]1[CH:29]=[CH:30][C:25]([CH3:35])=[CH:26][CH:27]=1)(=[O:33])=[O:32])[CH2:3][C:4]#[N:5], predict the reactants needed to synthesize it. The reactants are: [OH:1][CH:2]([CH2:6][OH:7])[CH2:3][C:4]#[N:5].C([Sn](=O)CCCC)CCC.CCN(CC)CC.[C:25]1([CH3:35])[CH:30]=[CH:29][C:28]([S:31](Cl)(=[O:33])=[O:32])=[CH:27][CH:26]=1. (3) The reactants are: Cl[C:2]1[N:3]=[C:4]([NH:17][CH:18]2[CH2:20][CH2:19]2)[C:5]2[CH2:10][CH2:9][CH:8]([C:11]3[CH:16]=[CH:15][CH:14]=[CH:13][CH:12]=3)[C:6]=2[N:7]=1.[Cl:21][C:22]1[N:23]=[CH:24][N:25]([C:27]2[CH:33]=[CH:32][C:30]([NH2:31])=[CH:29][C:28]=2[O:34][CH3:35])[CH:26]=1.OS(O)(=O)=O.CCOC(C)=O. Given the product [Cl:21][C:22]1[N:23]=[CH:24][N:25]([C:27]2[CH:33]=[CH:32][C:30]([NH:31][C:2]3[N:3]=[C:4]([NH:17][CH:18]4[CH2:20][CH2:19]4)[C:5]4[CH2:10][CH2:9][CH:8]([C:11]5[CH:16]=[CH:15][CH:14]=[CH:13][CH:12]=5)[C:6]=4[N:7]=3)=[CH:29][C:28]=2[O:34][CH3:35])[CH:26]=1, predict the reactants needed to synthesize it. (4) Given the product [N:6]([C:5]1[CH:7]=[CH:8][C:2]([I:1])=[C:3]([C:9]2[NH:10][C:11]3[C:25]4[C:20]([C:19]5[CH:18]=[CH:17][CH:16]=[CH:15][C:14]=5[C:12]=3[N:13]=2)=[CH:21][CH:22]=[CH:23][CH:24]=4)[CH:4]=1)=[N+:30]=[N-:31], predict the reactants needed to synthesize it. The reactants are: [I:1][C:2]1[CH:8]=[CH:7][C:5]([NH2:6])=[CH:4][C:3]=1[C:9]1[NH:13][C:12]2[C:14]3[C:19]([C:20]4[CH:21]=[CH:22][CH:23]=[CH:24][C:25]=4[C:11]=2[N:10]=1)=[CH:18][CH:17]=[CH:16][CH:15]=3.N([O-])=O.[Na+].[N-:30]=[N+:31]=[N-].[Na+]. (5) Given the product [CH3:15][C@H:10]1[O:11][C@@H:12]([CH3:14])[CH2:13][N:8]([C:5]2[C:4]([CH:16]=[O:17])=[CH:3][C:2]([C:23]3[CH:28]=[N:27][CH:26]=[CH:25][N:24]=3)=[CH:7][N:6]=2)[CH2:9]1, predict the reactants needed to synthesize it. The reactants are: Br[C:2]1[CH:3]=[C:4]([CH:16]=[O:17])[C:5]([N:8]2[CH2:13][C@@H:12]([CH3:14])[O:11][C@@H:10]([CH3:15])[CH2:9]2)=[N:6][CH:7]=1.C([Sn](CCCC)(CCCC)[C:23]1[CH:28]=[N:27][CH:26]=[CH:25][N:24]=1)CCC. (6) Given the product [F:3][C:4]1[CH:9]=[CH:8][CH:7]=[CH:6][C:5]=1[NH:10][C:11]1[O:15][C:14]([C:16]([NH:18][CH:19]2[CH2:24][CH2:23][N:22]([C:25]3[CH:34]=[CH:33][C:28]([C:29]([OH:31])=[O:30])=[CH:27][N:26]=3)[CH2:21][CH2:20]2)=[O:17])=[N:13][N:12]=1, predict the reactants needed to synthesize it. The reactants are: [OH-].[Na+].[F:3][C:4]1[CH:9]=[CH:8][CH:7]=[CH:6][C:5]=1[NH:10][C:11]1[O:15][C:14]([C:16]([NH:18][CH:19]2[CH2:24][CH2:23][N:22]([C:25]3[CH:34]=[CH:33][C:28]([C:29]([O:31]C)=[O:30])=[CH:27][N:26]=3)[CH2:21][CH2:20]2)=[O:17])=[N:13][N:12]=1.Cl. (7) Given the product [CH3:48][O:49][C:50]([N:52]1[CH2:56][CH:55]([C:57]2[C:65]3[C:60](=[CH:61][C:62]([F:66])=[CH:63][CH:64]=3)[NH:59][CH:58]=2)[CH:54]2[N:67]([C:70](=[O:79])[CH:71]([NH:78][C:11](=[O:13])[CH:9]([N:8]([C:1]([O:3][C:4]([CH3:5])([CH3:6])[CH3:7])=[O:2])[CH3:14])[CH3:10])[CH:72]3[CH2:73][CH2:74][CH2:75][CH2:76][CH2:77]3)[CH2:68][CH2:69][CH:53]12)=[O:51], predict the reactants needed to synthesize it. The reactants are: [C:1]([N:8]([CH3:14])[C@H:9]([C:11]([OH:13])=O)[CH3:10])([O:3][C:4]([CH3:7])([CH3:6])[CH3:5])=[O:2].CN(C(ON1N=NC2C=CC=NC1=2)=[N+](C)C)C.F[P-](F)(F)(F)(F)F.CCN(C(C)C)C(C)C.[CH3:48][O:49][C:50]([N:52]1[CH2:56][CH:55]([C:57]2[C:65]3[C:60](=[CH:61][C:62]([F:66])=[CH:63][CH:64]=3)[NH:59][CH:58]=2)[CH:54]2[N:67]([C:70](=[O:79])[CH:71]([NH2:78])[CH:72]3[CH2:77][CH2:76][CH2:75][CH2:74][CH2:73]3)[CH2:68][CH2:69][CH:53]12)=[O:51]. (8) Given the product [CH:28]1([C:31]2[NH:35][N:34]=[C:33]([NH:36][C:2]3[C:3]4[NH:18][N:17]=[CH:16][C:4]=4[N:5]=[C:6]([C:8]4[CH:13]=[CH:12][CH:11]=[C:10]([O:14][CH3:15])[CH:9]=4)[N:7]=3)[CH:32]=2)[CH2:30][CH2:29]1, predict the reactants needed to synthesize it. The reactants are: Cl[C:2]1[C:3]2[C:4](=[CH:16][N:17](CC3C=CC(OC)=CC=3)[N:18]=2)[N:5]=[C:6]([C:8]2[CH:13]=[CH:12][CH:11]=[C:10]([O:14][CH3:15])[CH:9]=2)[N:7]=1.[CH:28]1([C:31]2[NH:35][N:34]=[C:33]([NH2:36])[CH:32]=2)[CH2:30][CH2:29]1.Cl. (9) The reactants are: [NH2:1][C:2]1[CH:9]=[C:8]([N+:10]([O-:12])=[O:11])[CH:7]=[CH:6][C:3]=1[C:4]#[N:5].N1C=CC=CC=1.[F:19][C:20]1[CH:28]=[CH:27][C:23]([C:24](Cl)=[O:25])=[CH:22][CH:21]=1. Given the product [C:4]([C:3]1[CH:6]=[CH:7][C:8]([N+:10]([O-:12])=[O:11])=[CH:9][C:2]=1[NH:1][C:24](=[O:25])[C:23]1[CH:27]=[CH:28][C:20]([F:19])=[CH:21][CH:22]=1)#[N:5], predict the reactants needed to synthesize it.